From a dataset of Forward reaction prediction with 1.9M reactions from USPTO patents (1976-2016). Predict the product of the given reaction. (1) Given the reactants [Cl:1]/[C:2](=[CH:10]\[C:11]1[CH:16]=[CH:15][C:14]([O:17]COC)=[CH:13][CH:12]=1)/[C:3]([O:5]C(C)(C)C)=[O:4].FC(F)(F)C([O-])=O, predict the reaction product. The product is: [Cl:1]/[C:2](=[CH:10]\[C:11]1[CH:12]=[CH:13][C:14]([OH:17])=[CH:15][CH:16]=1)/[C:3]([OH:5])=[O:4]. (2) Given the reactants [C:1]([C:3]1[CH:4]=[C:5]([CH:9]=[CH:10][C:11]=1[O:12][CH:13]([CH3:15])[CH3:14])[C:6]([OH:8])=O)#[N:2].COC1C=CC(C2O[N:27]=[C:26]([C:29]3[CH:34]=[CH:33][C:32]([CH2:35][N:36]4[CH:40]=[CH:39][C:38]([C:41]([O-:43])=[O:42])=[N:37]4)=[CH:31][CH:30]=3)[N:25]=2)=CC=1C(F)(F)F.[Na+:48], predict the reaction product. The product is: [C:1]([C:3]1[CH:4]=[C:5]([C:6]2[O:8][N:25]=[C:26]([C:29]3[CH:30]=[CH:31][C:32]([CH2:35][N:36]4[CH:40]=[CH:39][C:38]([C:41]([O-:43])=[O:42])=[N:37]4)=[CH:33][CH:34]=3)[N:27]=2)[CH:9]=[CH:10][C:11]=1[O:12][CH:13]([CH3:15])[CH3:14])#[N:2].[Na+:48].